Predict the reactants needed to synthesize the given product. From a dataset of Full USPTO retrosynthesis dataset with 1.9M reactions from patents (1976-2016). (1) Given the product [CH2:40]([O:39][C:37]([CH:35]1[CH2:36][CH:31]([C:29]([O:28][CH2:26][CH3:27])=[O:30])[CH2:32][N:33]([C:15]([O:17][C:18]([CH3:19])([CH3:20])[CH3:21])=[O:16])[CH2:34]1)=[O:38])[CH3:41], predict the reactants needed to synthesize it. The reactants are: C([O-])([O-])=O.[K+].[K+].[C:18]([O:17][C:15](O[C:15]([O:17][C:18]([CH3:21])([CH3:20])[CH3:19])=[O:16])=[O:16])([CH3:21])([CH3:20])[CH3:19].C(O)(=O)C.[CH2:26]([O:28][C:29]([CH:31]1[CH2:36][CH:35]([C:37]([O:39][CH2:40][CH3:41])=[O:38])[CH2:34][NH:33][CH2:32]1)=[O:30])[CH3:27]. (2) Given the product [F:12][CH:11]([F:13])[C:9]1[CH:8]=[CH:7][N:6]2[C:2]([C:18]3[CH:19]=[CH:20][C:15]([F:14])=[C:16]([C:30]4[C:31]([C:36]#[N:37])=[CH:32][CH:33]=[CH:34][CH:35]=4)[CH:17]=3)=[CH:3][N:4]=[C:5]2[N:10]=1, predict the reactants needed to synthesize it. The reactants are: Br[C:2]1[N:6]2[CH:7]=[CH:8][C:9]([CH:11]([F:13])[F:12])=[N:10][C:5]2=[N:4][CH:3]=1.[F:14][C:15]1[CH:20]=[CH:19][C:18](B2OC(C)(C)C(C)(C)O2)=[CH:17][C:16]=1[C:30]1[C:31]([C:36]#[N:37])=[CH:32][CH:33]=[CH:34][CH:35]=1. (3) Given the product [F:28][C:27]1[C:22]([C:20]2[N:21]=[C:16]([N:11]3[CH2:12][CH2:13][O:14][C@@H:9]([C:6]4[CH:5]=[CH:4][C:3]([F:2])=[CH:8][CH:7]=4)[CH2:10]3)[N:17]([CH3:30])[C:18](=[O:29])[CH:19]=2)=[N:23][CH:24]=[N:25][CH:26]=1, predict the reactants needed to synthesize it. The reactants are: Cl.[F:2][C:3]1[CH:8]=[CH:7][C:6]([C@@H:9]2[O:14][CH2:13][CH2:12][NH:11][CH2:10]2)=[CH:5][CH:4]=1.Cl[C:16]1[N:17]([CH3:30])[C:18](=[O:29])[CH:19]=[C:20]([C:22]2[C:27]([F:28])=[CH:26][N:25]=[CH:24][N:23]=2)[N:21]=1.C(N(CC)CC)C.Cl. (4) Given the product [ClH:23].[NH2:9][C:10]1[C:19]2[C:14](=[CH:15][C:16]([C:20]([OH:22])=[O:21])=[CH:17][CH:18]=2)[CH:13]=[CH:12][N:11]=1, predict the reactants needed to synthesize it. The reactants are: C([NH:9][C:10]1[C:19]2[C:14](=[CH:15][C:16]([C:20]([OH:22])=[O:21])=[CH:17][CH:18]=2)[CH:13]=[CH:12][N:11]=1)(=O)C1C=CC=CC=1.[ClH:23]. (5) Given the product [CH3:20][C:15]1[C:14]([C:8]2[CH:7]=[C:6]3[C:11]([C:2]([NH:32][CH2:31][C:27]4[S:26][C:25]([CH3:24])=[N:29][C:28]=4[CH3:30])=[C:3]([N+:21]([O-:23])=[O:22])[CH:4]=[N:5]3)=[CH:10][C:9]=2[O:12][CH3:13])=[C:18]([CH3:19])[O:17][N:16]=1, predict the reactants needed to synthesize it. The reactants are: Cl[C:2]1[C:11]2[C:6](=[CH:7][C:8]([C:14]3[C:15]([CH3:20])=[N:16][O:17][C:18]=3[CH3:19])=[C:9]([O:12][CH3:13])[CH:10]=2)[N:5]=[CH:4][C:3]=1[N+:21]([O-:23])=[O:22].[CH3:24][C:25]1[S:26][C:27]([CH2:31][NH2:32])=[C:28]([CH3:30])[N:29]=1. (6) Given the product [CH2:1]([C:8]1[CH:9]=[N:10][C:11]2[C:16]([C:17]=1[C:29]1[CH:30]=[C:25]([CH2:24][OH:23])[CH:26]=[CH:27][CH:28]=1)=[CH:15][CH:14]=[CH:13][C:12]=2[C:19]([F:22])([F:21])[F:20])[C:2]1[CH:7]=[CH:6][CH:5]=[CH:4][CH:3]=1, predict the reactants needed to synthesize it. The reactants are: [CH2:1]([C:8]1[CH:9]=[N:10][C:11]2[C:16]([C:17]=1Br)=[CH:15][CH:14]=[CH:13][C:12]=2[C:19]([F:22])([F:21])[F:20])[C:2]1[CH:7]=[CH:6][CH:5]=[CH:4][CH:3]=1.[OH:23][CH2:24][C:25]1[CH:26]=[C:27](B(O)O)[CH:28]=[CH:29][CH:30]=1.